Dataset: Reaction yield outcomes from USPTO patents with 853,638 reactions. Task: Predict the reaction yield, written as a fraction of the theoretical maximum amount of product (1.0 means a 100% yield; for example, 0.34 means a 34% yield). (1) The reactants are [CH2:1]([N:8]1[CH:13]2[CH2:14][C:15](=O)[CH2:16][CH:9]1[CH2:10][O:11][CH2:12]2)[C:2]1[CH:7]=[CH:6][CH:5]=[CH:4][CH:3]=1.COC(=O)[CH2:21][C:22](O)=O.[C:26]([O-:29])(=[O:28])[CH3:27].[NH4+:30]. The catalyst is C(O)C. The product is [NH2:30][C:15]1([CH2:27][C:26]([O:29][CH2:21][CH3:22])=[O:28])[CH2:16][CH:9]2[N:8]([CH2:1][C:2]3[CH:7]=[CH:6][CH:5]=[CH:4][CH:3]=3)[CH:13]([CH2:12][O:11][CH2:10]2)[CH2:14]1. The yield is 0.0500. (2) The reactants are [Br:1][C:2]1[CH:7]=[CH:6][C:5]([Cl:8])=[C:4]([CH2:9][C:10]2[CH:15]=[CH:14][C:13]([O:16]CC)=[CH:12][CH:11]=2)[CH:3]=1.B(Br)(Br)Br. The catalyst is ClCCl. The product is [Br:1][C:2]1[CH:7]=[CH:6][C:5]([Cl:8])=[C:4]([CH:3]=1)[CH2:9][C:10]1[CH:15]=[CH:14][C:13]([OH:16])=[CH:12][CH:11]=1. The yield is 0.680. (3) The reactants are ClC1C=CC([C@@H]2CCN(C(OC(C)(C)C)=O)C[C@H]2C(OC)=O)=CC=1.[Cl:25][C:26]1[CH:31]=[CH:30][C:29]([N:32]2[CH2:37][CH2:36][N:35]([C:38]([O:40][C:41]([CH3:44])([CH3:43])[CH3:42])=[O:39])[CH2:34][CH:33]2[C:45](OC)=[O:46])=[CH:28][CH:27]=1. No catalyst specified. The product is [Cl:25][C:26]1[CH:27]=[CH:28][C:29]([N:32]2[CH2:37][CH2:36][N:35]([C:38]([O:40][C:41]([CH3:42])([CH3:43])[CH3:44])=[O:39])[CH2:34][CH:33]2[CH2:45][OH:46])=[CH:30][CH:31]=1. The yield is 0.990. (4) The reactants are Br[C:2]1[C:7]2[S:8][CH:9]=[CH:10][C:6]=2[CH:5]=[CH:4][CH:3]=1.[B:11]1([B:11]2[O:15][C:14]([CH3:17])([CH3:16])[C:13]([CH3:19])([CH3:18])[O:12]2)[O:15][C:14]([CH3:17])([CH3:16])[C:13]([CH3:19])([CH3:18])[O:12]1.ClCCl.C([O-])(=O)C.[K+]. The catalyst is CS(C)=O.C(Cl)(Cl)Cl.C(O)(C)C.C1C=CC(P(C2C=CC=CC=2)[C-]2C=CC=C2)=CC=1.C1C=CC(P(C2C=CC=CC=2)[C-]2C=CC=C2)=CC=1.Cl[Pd]Cl.[Fe+2]. The product is [S:8]1[CH:9]=[CH:10][C:6]2[CH:5]=[CH:4][CH:3]=[C:2]([B:11]3[O:15][C:14]([CH3:17])([CH3:16])[C:13]([CH3:19])([CH3:18])[O:12]3)[C:7]1=2. The yield is 0.660. (5) The reactants are [NH2:1][C:2]1[CH:7]=[CH:6][C:5]([NH:8][C:9]2[N:14]=[CH:13][C:12]([CH2:15][C:16]([NH2:18])=[O:17])=[C:11]([NH:19][CH2:20][C:21]3[CH:26]=[C:25]([F:27])[CH:24]=[C:23]([F:28])[CH:22]=3)[CH:10]=2)=[CH:4][CH:3]=1.Br[CH2:30][CH2:31][O:32][CH3:33].O.CO. The catalyst is CN(C)C=O. The product is [F:27][C:25]1[CH:26]=[C:21]([CH:22]=[C:23]([F:28])[CH:24]=1)[CH2:20][NH:19][C:11]1[CH:10]=[C:9]([NH:8][C:5]2[CH:4]=[CH:3][C:2]([NH:1][CH2:30][CH2:31][O:32][CH3:33])=[CH:7][CH:6]=2)[N:14]=[CH:13][C:12]=1[CH2:15][C:16]([NH2:18])=[O:17]. The yield is 0.290. (6) The yield is 0.500. The product is [F:10][C:5]1[C:6]([O:8][CH3:9])=[N:7][C:2]([NH:15][C:14]2[CH:16]=[C:17]([B:19]3[O:23][C:22]([CH3:24])([CH3:25])[C:21]([CH3:27])([CH3:26])[O:20]3)[CH:18]=[C:12]([CH3:11])[CH:13]=2)=[N:3][CH:4]=1. The reactants are Cl[C:2]1[N:7]=[C:6]([O:8][CH3:9])[C:5]([F:10])=[CH:4][N:3]=1.[CH3:11][C:12]1[CH:13]=[C:14]([CH:16]=[C:17]([B:19]2[O:23][C:22]([CH3:25])([CH3:24])[C:21]([CH3:27])([CH3:26])[O:20]2)[CH:18]=1)[NH2:15].O1CCOCC1.CS(O)(=O)=O. The catalyst is C(OCC)(=O)C. (7) The reactants are [F:1][C:2]1[CH:3]=[CH:4][C:5]2[O:10][CH2:9][C:8](=[O:11])[N:7]([CH2:12][C@H:13]([CH3:16])[CH2:14]I)[C:6]=2[CH:17]=1.[CH:18](=[C:22]1[CH2:27][CH2:26][NH:25][CH2:24][CH2:23]1)[CH2:19][CH2:20][CH3:21]. The catalyst is CCCCCCC.CCOC(C)=O. The product is [CH:18](=[C:22]1[CH2:27][CH2:26][N:25]([CH2:14][C@@H:13]([CH3:16])[CH2:12][N:7]2[C:6]3[CH:17]=[C:2]([F:1])[CH:3]=[CH:4][C:5]=3[O:10][CH2:9][C:8]2=[O:11])[CH2:24][CH2:23]1)[CH2:19][CH2:20][CH3:21]. The yield is 0.540. (8) The reactants are [CH3:1][N:2]([CH2:45][CH2:46][N:47]1[CH2:51][CH2:50][CH2:49][C@H:48]1[C:52]([O:54]C(C)(C)C)=[O:53])[C:3](=[O:44])[C:4]1[CH:9]=[CH:8][CH:7]=[C:6]([C:10](=[O:43])[NH:11][C:12]2[CH:17]=[CH:16][C:15]([N:18]3[CH2:23][CH2:22][CH2:21][CH2:20][CH2:19]3)=[CH:14][C:13]=2[C:24]2[CH:29]=[C:28]([C:30](=[O:42])[NH:31][C@@H:32]3[C:41]4[C:36](=[CH:37][CH:38]=[CH:39][CH:40]=4)[CH2:35][CH2:34][CH2:33]3)[CH:27]=[CH:26][N:25]=2)[CH:5]=1.C(O)(C(F)(F)F)=O. No catalyst specified. The product is [CH3:1][N:2]([CH2:45][CH2:46][N:47]1[CH2:51][CH2:50][CH2:49][C@H:48]1[C:52]([OH:54])=[O:53])[C:3](=[O:44])[C:4]1[CH:9]=[CH:8][CH:7]=[C:6]([C:10](=[O:43])[NH:11][C:12]2[CH:17]=[CH:16][C:15]([N:18]3[CH2:23][CH2:22][CH2:21][CH2:20][CH2:19]3)=[CH:14][C:13]=2[C:24]2[CH:29]=[C:28]([C:30](=[O:42])[NH:31][C@@H:32]3[C:41]4[C:36](=[CH:37][CH:38]=[CH:39][CH:40]=4)[CH2:35][CH2:34][CH2:33]3)[CH:27]=[CH:26][N:25]=2)[CH:5]=1. The yield is 0.900.